From a dataset of Catalyst prediction with 721,799 reactions and 888 catalyst types from USPTO. Predict which catalyst facilitates the given reaction. Reactant: [F:1][C:2]1[CH:3]=[C:4]([CH:8]2[CH2:10][CH:9]2[NH:11]C(=O)OCCCC)[CH:5]=[CH:6][CH:7]=1.[F:19][C:20]([F:25])([F:24])[C:21]([OH:23])=[O:22]. Product: [F:19][C:20]([F:25])([F:24])[C:21]([OH:23])=[O:22].[F:1][C:2]1[CH:3]=[C:4]([CH:8]2[CH2:10][CH:9]2[NH2:11])[CH:5]=[CH:6][CH:7]=1. The catalyst class is: 2.